Dataset: CYP2D6 inhibition data for predicting drug metabolism from PubChem BioAssay. Task: Regression/Classification. Given a drug SMILES string, predict its absorption, distribution, metabolism, or excretion properties. Task type varies by dataset: regression for continuous measurements (e.g., permeability, clearance, half-life) or binary classification for categorical outcomes (e.g., BBB penetration, CYP inhibition). Dataset: cyp2d6_veith. (1) The drug is CC(=O)Nc1ccc(S(=O)(=O)c2ccc(N)cc2)cc1. The result is 0 (non-inhibitor). (2) The drug is COc1ccc2c(c1OC)C(=O)OC2Nc1ncccc1C. The result is 0 (non-inhibitor).